This data is from Reaction yield outcomes from USPTO patents with 853,638 reactions. The task is: Predict the reaction yield, written as a fraction of the theoretical maximum amount of product (1.0 means a 100% yield; for example, 0.34 means a 34% yield). (1) The reactants are [CH3:1][O:2][C:3]([C:5]1([C:8]2[CH:13]=[CH:12][C:11]([O:14]C)=[C:10]([N+:16]([O-:18])=[O:17])[CH:9]=2)[CH2:7][CH2:6]1)=[O:4].B(Br)(Br)Br.O. The catalyst is C(Cl)Cl. The product is [CH3:1][O:2][C:3]([C:5]1([C:8]2[CH:13]=[CH:12][C:11]([OH:14])=[C:10]([N+:16]([O-:18])=[O:17])[CH:9]=2)[CH2:6][CH2:7]1)=[O:4]. The yield is 0.780. (2) The reactants are [BrH:1].[CH2:2]([C:4]1[CH:10]=[CH:9][CH:8]=[C:7]([CH2:11][CH3:12])[C:5]=1N)[CH3:3].N([O-])=O.[Na+].O.O.O.O.O.O.O.O.O.O.C(=O)([O-])[O-].[Na+].[Na+]. The catalyst is O.C(OCC)C. The product is [Br:1][C:5]1[C:4]([CH2:2][CH3:3])=[CH:10][CH:9]=[CH:8][C:7]=1[CH2:11][CH3:12]. The yield is 0.830. (3) The reactants are [Cl:1][C:2]1[N:7]=[C:6]([C:8]#[N:9])[C:5]([N+:10]([O-])=O)=[CH:4][CH:3]=1.C(O)(=O)C.[O-]S(S([O-])=O)=O.[Na+].[Na+].O=P12OP3(OP(OP(O3)(O1)=O)(=O)O2)=O. The catalyst is O. The product is [NH2:10][C:5]1[C:6]([C:8]#[N:9])=[N:7][C:2]([Cl:1])=[CH:3][CH:4]=1. The yield is 0.800. (4) The reactants are [CH3:1][O:2][C:3]([C:5]1([C:10](O)=[O:11])[CH2:9][CH2:8][CH2:7][CH2:6]1)=[O:4].C(N(CC)CC)C.ClC(OCC(C)C)=O. The catalyst is C1COCC1. The product is [CH3:1][O:2][C:3]([C:5]1([CH2:10][OH:11])[CH2:6][CH2:7][CH2:8][CH2:9]1)=[O:4]. The yield is 0.470. (5) The reactants are [CH3:1][O:2][C:3]1[CH:4]=[C:5]([N:12]2[CH2:17][CH2:16][CH:15]([C:18]([OH:20])=O)[CH2:14][CH2:13]2)[CH:6]=[CH:7][C:8]=1[N+:9]([O-:11])=[O:10].[NH:21]1[CH2:26][CH2:25][O:24][CH2:23][CH2:22]1.CCN(C(C)C)C(C)C.CN(C(ON1N=NC2C=CC=NC1=2)=[N+](C)C)C.F[P-](F)(F)(F)(F)F. The catalyst is CN(C=O)C.O.CCOC(C)=O. The product is [CH3:1][O:2][C:3]1[CH:4]=[C:5]([N:12]2[CH2:13][CH2:14][CH:15]([C:18]([N:21]3[CH2:26][CH2:25][O:24][CH2:23][CH2:22]3)=[O:20])[CH2:16][CH2:17]2)[CH:6]=[CH:7][C:8]=1[N+:9]([O-:11])=[O:10]. The yield is 0.890. (6) The reactants are [C:1]([N:4]1[C:13]2[C:8](=[CH:9][C:10](Br)=[C:11]([N+:14]([O-:16])=[O:15])[CH:12]=2)[N:7]([C:18]([O:20][CH:21]([CH3:23])[CH3:22])=[O:19])[CH2:6][C@@H:5]1[CH3:24])(=[O:3])[CH3:2].CC1(C)C(C)(C)OB([C:33]2[CH:38]=[CH:37][C:36]([S:39]([CH3:42])(=[O:41])=[O:40])=[CH:35][CH:34]=2)O1.C(=O)([O-])[O-].[Cs+].[Cs+].CC(C1C=C(C(C)C)C(C2C=CC=CC=2P(C2CCCCC2)C2CCCCC2)=C(C(C)C)C=1)C. The catalyst is O1CCOCC1.O.C1C=CC(/C=C/C(/C=C/C2C=CC=CC=2)=O)=CC=1.C1C=CC(/C=C/C(/C=C/C2C=CC=CC=2)=O)=CC=1.C1C=CC(/C=C/C(/C=C/C2C=CC=CC=2)=O)=CC=1.[Pd].[Pd]. The product is [C:1]([N:4]1[C:13]2[C:8](=[CH:9][C:10]([C:33]3[CH:38]=[CH:37][C:36]([S:39]([CH3:42])(=[O:41])=[O:40])=[CH:35][CH:34]=3)=[C:11]([N+:14]([O-:16])=[O:15])[CH:12]=2)[N:7]([C:18]([O:20][CH:21]([CH3:23])[CH3:22])=[O:19])[CH2:6][C@@H:5]1[CH3:24])(=[O:3])[CH3:2]. The yield is 0.830. (7) The reactants are [CH:1]1([C:7]2[C:8]3[CH:33]=[CH:32][C:31]([C:34]([O:36]CC)=[O:35])=[N:30][C:9]=3[N:10]3[C:16]=2[C:15]2[CH:17]=[CH:18][CH:19]=[CH:20][C:14]=2[N:13]([CH2:21][C:22](=[O:29])[N:23]2[CH2:28][CH2:27][O:26][CH2:25][CH2:24]2)[CH2:12][CH2:11]3)[CH2:6][CH2:5][CH2:4][CH2:3][CH2:2]1.[OH-].[Na+].[ClH:41]. The catalyst is O1CCCC1.CO. The product is [ClH:41].[ClH:41].[CH:1]1([C:7]2[C:8]3[CH:33]=[CH:32][C:31]([C:34]([OH:36])=[O:35])=[N:30][C:9]=3[N:10]3[C:16]=2[C:15]2[CH:17]=[CH:18][CH:19]=[CH:20][C:14]=2[N:13]([CH2:21][C:22](=[O:29])[N:23]2[CH2:24][CH2:25][O:26][CH2:27][CH2:28]2)[CH2:12][CH2:11]3)[CH2:6][CH2:5][CH2:4][CH2:3][CH2:2]1. The yield is 0.300. (8) The reactants are CO[CH:3]([O:11]C)[C:4]1[CH:9]=[CH:8][C:7](Br)=[CH:6][CH:5]=1.C(OCC)C.C([Li])CCC.[CH3:23][C:24]1[O:30][C:27]([CH:28]=[O:29])=[CH:26][CH:25]=1. The catalyst is C(OCC)(=O)C.O. The product is [OH:29][CH:28]([C:27]1[O:30][C:24]([CH3:23])=[CH:25][CH:26]=1)[C:7]1[CH:6]=[CH:5][C:4]([CH:3]=[O:11])=[CH:9][CH:8]=1. The yield is 0.120.